Dataset: Catalyst prediction with 721,799 reactions and 888 catalyst types from USPTO. Task: Predict which catalyst facilitates the given reaction. (1) Reactant: CC(C)N=C=NC(C)C.[CH3:10][NH:11][CH:12]1[CH2:17][CH2:16][N:15]([C:18]2[S:19][CH:20]=[CH:21][N:22]=2)[CH2:14][CH2:13]1.[C:23]1([C:29]#[C:30][C:31](O)=[O:32])[CH:28]=[CH:27][CH:26]=[CH:25][CH:24]=1. Product: [CH3:10][N:11]([CH:12]1[CH2:17][CH2:16][N:15]([C:18]2[S:19][CH:20]=[CH:21][N:22]=2)[CH2:14][CH2:13]1)[C:31](=[O:32])[C:30]#[C:29][C:23]1[CH:28]=[CH:27][CH:26]=[CH:25][CH:24]=1. The catalyst class is: 23. (2) Reactant: [CH2:1]([N:8]1[CH2:33][CH2:32][C:11]2[N:12]=[C:13](Cl)[N:14]=[C:15]([N:16]3[C@H:21]([CH3:22])[CH2:20][N:19]([C:23]([O:25][C:26]([CH3:29])([CH3:28])[CH3:27])=[O:24])[C@@H:18]([CH3:30])[CH2:17]3)[C:10]=2[CH2:9]1)[C:2]1[CH:7]=[CH:6][CH:5]=[CH:4][CH:3]=1.[CH3:34][C:35]1[CH:40]=[CH:39][CH:38]=[C:37]([CH3:41])[C:36]=1B(O)O.C(=O)([O-])[O-].[Na+].[Na+]. Product: [CH2:1]([N:8]1[CH2:33][CH2:32][C:11]2[N:12]=[C:13]([C:36]3[C:37]([CH3:41])=[CH:38][CH:39]=[CH:40][C:35]=3[CH3:34])[N:14]=[C:15]([N:16]3[C@H:21]([CH3:22])[CH2:20][N:19]([C:23]([O:25][C:26]([CH3:29])([CH3:28])[CH3:27])=[O:24])[C@@H:18]([CH3:30])[CH2:17]3)[C:10]=2[CH2:9]1)[C:2]1[CH:7]=[CH:6][CH:5]=[CH:4][CH:3]=1. The catalyst class is: 104.